From a dataset of Full USPTO retrosynthesis dataset with 1.9M reactions from patents (1976-2016). Predict the reactants needed to synthesize the given product. (1) Given the product [ClH:32].[ClH:32].[F:1][C:2]1[CH:11]=[C:10]([C:12]2[CH:13]=[N:14][C:15]3[N:16]([C:18]([CH2:21][C:22]4[CH:23]=[C:24]5[C:29](=[CH:30][CH:31]=4)[N:28]=[CH:27][CH:26]=[CH:25]5)=[CH:19][N:20]=3)[N:17]=2)[CH:9]=[CH:8][C:3]=1[C:4]([NH:6][CH3:7])=[O:5], predict the reactants needed to synthesize it. The reactants are: [F:1][C:2]1[CH:11]=[C:10]([C:12]2[CH:13]=[N:14][C:15]3[N:16]([C:18]([CH2:21][C:22]4[CH:23]=[C:24]5[C:29](=[CH:30][CH:31]=4)[N:28]=[CH:27][CH:26]=[CH:25]5)=[CH:19][N:20]=3)[N:17]=2)[CH:9]=[CH:8][C:3]=1[C:4]([NH:6][CH3:7])=[O:5].[ClH:32].C(OC)(C)(C)C. (2) Given the product [O:1]1[C:6]2[CH:7]=[CH:8][CH:9]=[CH:10][C:5]=2[O:4][CH2:3][C@@H:2]1[CH2:11][OH:12], predict the reactants needed to synthesize it. The reactants are: [O:1]1[C:6]2[CH:7]=[CH:8][CH:9]=[CH:10][C:5]=2[O:4][CH2:3][C@@H:2]1[C:11](O)=[O:12].[H-].[H-].[H-].[H-].[Li+].[Al+3]. (3) Given the product [NH2:10][CH2:11][CH2:12][CH2:13][CH2:14][C@H:15]([NH:24][C:25]([CH:27]1[CH2:31][CH2:30][CH2:29][CH2:28]1)=[O:26])[C:16]([C:17]1[CH:22]=[CH:21][CH:20]=[CH:19][N:18]=1)=[O:23], predict the reactants needed to synthesize it. The reactants are: C(OC(=O)[NH:10][CH2:11][CH2:12][CH2:13][CH2:14][C@H:15]([NH:24][C:25]([CH:27]1[CH2:31][CH2:30][CH2:29][CH2:28]1)=[O:26])[C:16](=[O:23])[C:17]1[CH:22]=[CH:21][CH:20]=[CH:19][N:18]=1)C1C=CC=CC=1.Br.CC(O)=O. (4) Given the product [CH3:1][N:2]1[C:11]2[C:6](=[CH:7][CH:8]=[CH:9][CH:10]=2)[CH:5]=[C:4]([CH2:12][N:13]([CH2:22][C:23]2([N:30]3[CH2:35][CH2:34][N:33]([CH3:36])[CH2:32][CH2:31]3)[CH2:29][CH2:28][CH2:27][CH2:26][O:25][CH2:24]2)[C:14]([CH:16]2[CH2:21][CH2:20][CH2:19][CH2:18][CH2:17]2)=[O:15])[C:3]1=[O:37], predict the reactants needed to synthesize it. The reactants are: [CH3:1][N:2]1[C:11]2[C:6](=[CH:7][CH:8]=[CH:9][CH:10]=2)[CH:5]=[C:4]([CH2:12][N:13]([CH2:22][C:23]2([N:30]3[CH2:35][CH2:34][N:33]([CH3:36])[CH2:32][CH2:31]3)[CH2:29][CH2:28][CH:27]=[CH:26][O:25][CH2:24]2)[C:14]([CH:16]2[CH2:21][CH2:20][CH2:19][CH2:18][CH2:17]2)=[O:15])[C:3]1=[O:37]. (5) The reactants are: [Br:1][C:2]1[C:3]([F:22])=[CH:4][C:5]2[CH:19]3[CH2:20][CH:17]([CH2:18]3)[C:8]3[S:9][C:10]([C:12](OCC)=[O:13])=[CH:11][C:7]=3[C:6]=2[CH:21]=1.[NH3:23]. Given the product [Br:1][C:2]1[C:3]([F:22])=[CH:4][C:5]2[CH:19]3[CH2:20][CH:17]([CH2:18]3)[C:8]3[S:9][C:10]([C:12]([NH2:23])=[O:13])=[CH:11][C:7]=3[C:6]=2[CH:21]=1, predict the reactants needed to synthesize it. (6) Given the product [N+:1]([C:4]1[CH:13]=[CH:12][CH:11]=[C:10]2[C:5]=1[CH:6]=[CH:7][N:18]([CH2:19][C:20]([NH2:22])=[O:21])[C:9]2=[O:14])([O-:3])=[O:2], predict the reactants needed to synthesize it. The reactants are: [N+:1]([C:4]1[CH:13]=[CH:12][CH:11]=[C:10]2[C:5]=1[CH:6]=[CH:7]O[C:9]2=[O:14])([O-:3])=[O:2].CO.Cl.[NH2:18][CH2:19][C:20]([NH2:22])=[O:21].C([Al](CC)CC)C.